This data is from Peptide-MHC class I binding affinity with 185,985 pairs from IEDB/IMGT. The task is: Regression. Given a peptide amino acid sequence and an MHC pseudo amino acid sequence, predict their binding affinity value. This is MHC class I binding data. (1) The peptide sequence is MLHHYGIHY. The MHC is HLA-A02:12 with pseudo-sequence HLA-A02:12. The binding affinity (normalized) is 0.0847. (2) The peptide sequence is GITRPTTLV. The binding affinity (normalized) is 0.132. The MHC is HLA-A68:02 with pseudo-sequence HLA-A68:02. (3) The peptide sequence is AELHAKGAY. The MHC is HLA-B18:01 with pseudo-sequence HLA-B18:01. The binding affinity (normalized) is 0.351. (4) The binding affinity (normalized) is 0.268. The peptide sequence is VLRLFVCFLI. The MHC is HLA-A02:01 with pseudo-sequence HLA-A02:01. (5) The peptide sequence is FEKMVSLLSV. The MHC is HLA-B44:03 with pseudo-sequence HLA-B44:03. The binding affinity (normalized) is 0.193. (6) The peptide sequence is ILCGLILFFV. The binding affinity (normalized) is 0.157. The MHC is H-2-Db with pseudo-sequence H-2-Db. (7) The peptide sequence is YVDRFFKTL. The MHC is HLA-B15:03 with pseudo-sequence HLA-B15:03. The binding affinity (normalized) is 0.0847.